From a dataset of Reaction yield outcomes from USPTO patents with 853,638 reactions. Predict the reaction yield, written as a fraction of the theoretical maximum amount of product (1.0 means a 100% yield; for example, 0.34 means a 34% yield). (1) The product is [Br:1][C:2]1[CH:10]=[C:9]([OH:11])[CH:8]=[C:7]2[C:3]=1[CH2:4][NH:5][C:6]2=[O:13]. The yield is 0.970. The catalyst is ClCCl. The reactants are [Br:1][C:2]1[CH:10]=[C:9]([O:11]C)[CH:8]=[C:7]2[C:3]=1[CH2:4][NH:5][C:6]2=[O:13].B(Br)(Br)Br. (2) The reactants are [C:1]1([CH3:11])[CH:6]=[CH:5][CH:4]=[CH:3][C:2]=1[NH:7][C:8]([NH2:10])=[S:9].C(=O)([O-])[O-].[Cs+].[Cs+].[N:18]([CH2:21][CH2:22][C:23]1[CH:24]=[C:25]([C:29]2[N:33]=[CH:32][N:31]([C:34]3[CH:39]=[CH:38][C:37]([O:40][C:41]([F:44])([F:43])[F:42])=[CH:36][CH:35]=3)[N:30]=2)[CH:26]=[CH:27][CH:28]=1)=[C:19]=[O:20]. The catalyst is C(#N)C.ClCCl. The product is [C:1]1([CH3:11])[CH:6]=[CH:5][CH:4]=[CH:3][C:2]=1[NH:7][C:8]([NH:10][C:19]([NH:18][CH2:21][CH2:22][C:23]1[CH:28]=[CH:27][CH:26]=[C:25]([C:29]2[N:33]=[CH:32][N:31]([C:34]3[CH:39]=[CH:38][C:37]([O:40][C:41]([F:44])([F:42])[F:43])=[CH:36][CH:35]=3)[N:30]=2)[CH:24]=1)=[O:20])=[S:9]. The yield is 0.370. (3) The reactants are I[C:2]1[C:7]([Cl:8])=[CH:6][C:5]([Cl:9])=[CH:4][C:3]=1[Cl:10].[CH3:11][N:12](C=O)C. The catalyst is C1(C)C=CC=CC=1.[C-]#N.[Zn+2].[C-]#N.C1C=CC([P]([Pd]([P](C2C=CC=CC=2)(C2C=CC=CC=2)C2C=CC=CC=2)([P](C2C=CC=CC=2)(C2C=CC=CC=2)C2C=CC=CC=2)[P](C2C=CC=CC=2)(C2C=CC=CC=2)C2C=CC=CC=2)(C2C=CC=CC=2)C2C=CC=CC=2)=CC=1. The product is [Cl:10][C:3]1[CH:4]=[C:5]([Cl:9])[CH:6]=[C:7]([Cl:8])[C:2]=1[C:11]#[N:12]. The yield is 0.840.